The task is: Predict the reactants needed to synthesize the given product.. This data is from Full USPTO retrosynthesis dataset with 1.9M reactions from patents (1976-2016). (1) Given the product [C:14]([C@@H:2]([NH:1][C:48](=[O:49])[C@H:43]([CH2:44][CH:45]([CH3:46])[CH3:47])[NH:42][C@@H:25]([C:26]1[CH:27]=[CH:28][C:29]([C:32]2[CH:37]=[CH:36][C:35]([S:38]([CH3:41])(=[O:39])=[O:40])=[CH:34][CH:33]=2)=[CH:30][CH:31]=1)[C:24]([F:51])([F:52])[F:23])[CH2:3][C:4]([O:6][CH2:7][C:8]1[CH:13]=[CH:12][CH:11]=[CH:10][CH:9]=1)=[O:5])#[N:15], predict the reactants needed to synthesize it. The reactants are: [NH2:1][C@H:2]([C:14]#[N:15])[CH2:3][C:4]([O:6][CH2:7][C:8]1[CH:13]=[CH:12][CH:11]=[CH:10][CH:9]=1)=[O:5].CCN(CC)CC.[F:23][C:24]([F:52])([F:51])[C@@H:25]([NH:42][C@H:43]([C:48](O)=[O:49])[CH2:44][CH:45]([CH3:47])[CH3:46])[C:26]1[CH:31]=[CH:30][C:29]([C:32]2[CH:37]=[CH:36][C:35]([S:38]([CH3:41])(=[O:40])=[O:39])=[CH:34][CH:33]=2)=[CH:28][CH:27]=1.CN(C(ON1N=NC2C=CC=NC1=2)=[N+](C)C)C.F[P-](F)(F)(F)(F)F. (2) Given the product [Br:1][C:2]1[CH:3]=[C:4]([CH:5]=[C:6]([CH3:8])[CH:7]=1)[CH2:9][C:11]#[N:12], predict the reactants needed to synthesize it. The reactants are: [Br:1][C:2]1[CH:7]=[C:6]([CH3:8])[CH:5]=[C:4]([CH2:9]Br)[CH:3]=1.[C-:11]#[N:12].[K+]. (3) Given the product [NH2:21][C:22]1[N:27]=[CH:26][C:25]([C:2]2[N:3]=[C:4]([N:15]3[CH2:20][CH2:19][O:18][CH2:17][CH2:16]3)[C:5]3[S:10][C:9]([C:11](=[N:13][OH:14])[NH2:12])=[CH:8][C:6]=3[N:7]=2)=[CH:24][N:23]=1, predict the reactants needed to synthesize it. The reactants are: Cl[C:2]1[N:3]=[C:4]([N:15]2[CH2:20][CH2:19][O:18][CH2:17][CH2:16]2)[C:5]2[S:10][C:9]([C:11](=[N:13][OH:14])[NH2:12])=[CH:8][C:6]=2[N:7]=1.[NH2:21][C:22]1[N:27]=[CH:26][C:25](B(O)O)=[CH:24][N:23]=1. (4) Given the product [OH:39][C:28]1([C:8]2[C:7]([OH:10])=[CH:6][C:5]3[O:1][CH2:2][CH2:3][C:4]=3[CH:9]=2)[C:29]2=[C:30]3[C:35](=[CH:36][CH:37]=[C:38]2[N:26]([CH2:25][C:24]2[CH:41]=[CH:42][C:21]([O:20][CH3:19])=[CH:22][CH:23]=2)[C:27]1=[O:40])[N:34]=[CH:33][CH:32]=[CH:31]3, predict the reactants needed to synthesize it. The reactants are: [O:1]1[C:5]2[CH:6]=[C:7]([OH:10])[CH:8]=[CH:9][C:4]=2[CH2:3][CH2:2]1.BrC1C=C(O)C=CC=1.[CH3:19][O:20][C:21]1[CH:42]=[CH:41][C:24]([CH2:25][N:26]2[C:38]3[C:29](=[C:30]4[C:35](=[CH:36][CH:37]=3)[N:34]=[CH:33][CH:32]=[CH:31]4)[C:28](=[O:39])[C:27]2=[O:40])=[CH:23][CH:22]=1.FC(F)(F)C1OC(CN2C3C(=CC=CC=3)C(=O)C2=O)=CC=1.